Dataset: Cav3 T-type calcium channel HTS with 100,875 compounds. Task: Binary Classification. Given a drug SMILES string, predict its activity (active/inactive) in a high-throughput screening assay against a specified biological target. The compound is Brc1c(n(nc1[N+]([O-])=O)C(C(=O)NCc1sccc1)C)C. The result is 0 (inactive).